Dataset: Reaction yield outcomes from USPTO patents with 853,638 reactions. Task: Predict the reaction yield, written as a fraction of the theoretical maximum amount of product (1.0 means a 100% yield; for example, 0.34 means a 34% yield). (1) The yield is 0.300. The product is [NH2:20][C:19]1[N:11]([CH2:10][C:2]2[NH:3][C:4]3[CH:9]=[CH:8][CH:7]=[CH:6][C:5]=3[N:1]=2)[C:12](=[S:13])[NH:14][C:22](=[O:23])[CH:21]=1. The catalyst is CCO.O. The reactants are [NH:1]1[C:5]2[CH:6]=[CH:7][CH:8]=[CH:9][C:4]=2[N:3]=[C:2]1[CH2:10][NH:11][C:12]([NH2:14])=[S:13].[O-]CC.[Na+].[C:19]([CH2:21][C:22](OCC)=[O:23])#[N:20].S(=O)(=O)(O)O. (2) The reactants are CS(C)=O.[CH3:5][C:6]1[CH:7]=[C:8]([OH:20])[C:9]([C:13]2[CH:18]=[CH:17][C:16]([CH3:19])=[CH:15][N:14]=2)=[N:10][C:11]=1[CH3:12].Cl[C:22]1[C:31]2[C:26](=[CH:27][C:28]([C:32]([F:35])([F:34])[F:33])=[CH:29][CH:30]=2)[N:25]=[CH:24][CH:23]=1.C(=O)([O-])[O-].[Cs+].[Cs+]. The catalyst is O. The product is [CH3:5][C:6]1[CH:7]=[C:8]([O:20][C:22]2[C:31]3[C:26](=[CH:27][C:28]([C:32]([F:35])([F:33])[F:34])=[CH:29][CH:30]=3)[N:25]=[CH:24][CH:23]=2)[C:9]([C:13]2[CH:18]=[CH:17][C:16]([CH3:19])=[CH:15][N:14]=2)=[N:10][C:11]=1[CH3:12]. The yield is 0.750. (3) The reactants are [OH:1][C:2]([CH3:36])([CH3:35])[CH2:3][C@@:4]1([C:29]2[CH:34]=[CH:33][CH:32]=[CH:31][CH:30]=2)[O:9][C:8](=[O:10])[N:7]([C@H:11]([C:13]2[CH:18]=[CH:17][C:16]([C:19]3[CH:28]=[CH:27][C:22]([C:23](OC)=[O:24])=[CH:21][N:20]=3)=[CH:15][CH:14]=2)[CH3:12])[CH2:6][CH2:5]1.[NH2:37][CH3:38].CO. No catalyst specified. The product is [OH:1][C:2]([CH3:36])([CH3:35])[CH2:3][C@@:4]1([C:29]2[CH:30]=[CH:31][CH:32]=[CH:33][CH:34]=2)[O:9][C:8](=[O:10])[N:7]([C@H:11]([C:13]2[CH:14]=[CH:15][C:16]([C:19]3[CH:28]=[CH:27][C:22]([C:23]([NH:37][CH3:38])=[O:24])=[CH:21][N:20]=3)=[CH:17][CH:18]=2)[CH3:12])[CH2:6][CH2:5]1. The yield is 0.360.